The task is: Predict the reactants needed to synthesize the given product.. This data is from Full USPTO retrosynthesis dataset with 1.9M reactions from patents (1976-2016). (1) Given the product [CH:28]([O:1][C:2]1[CH:3]=[C:4]([C:10]2[O:11][CH:12]=[C:13]([CH2:15][CH2:16][C:17]([C:19]3[C:24]([CH3:25])=[CH:23][CH:22]=[CH:21][N:20]=3)=[O:18])[N:14]=2)[CH:5]=[CH:6][C:7]=1[O:8][CH3:9])([CH3:29])[CH3:27], predict the reactants needed to synthesize it. The reactants are: [OH:1][C:2]1[CH:3]=[C:4]([C:10]2[O:11][CH:12]=[C:13]([CH2:15][CH2:16][C:17]([C:19]3[C:24]([CH3:25])=[CH:23][CH:22]=[CH:21][N:20]=3)=[O:18])[N:14]=2)[CH:5]=[CH:6][C:7]=1[O:8][CH3:9].N12CCCN=C1CC[CH2:29][CH2:28][CH2:27]2.BrC(C)C.O. (2) Given the product [OH:20][C:19]1([C:21]2[C:22]([CH3:31])=[C:23]3[C:27](=[CH:28][CH:29]=2)[C:26](=[O:30])[O:25][CH2:24]3)[O:1][CH2:2][CH:3]2[N:4]([CH2:5][CH2:6][N:7]([C:10]([O:12][C:13]([CH3:16])([CH3:15])[CH3:14])=[O:11])[CH2:8][CH2:9]2)[CH2:18]1, predict the reactants needed to synthesize it. The reactants are: [OH:1][CH2:2][CH:3]1[CH2:9][CH2:8][N:7]([C:10]([O:12][C:13]([CH3:16])([CH3:15])[CH3:14])=[O:11])[CH2:6][CH2:5][NH:4]1.Br[CH2:18][C:19]([C:21]1[C:22]([CH3:31])=[C:23]2[C:27](=[CH:28][CH:29]=1)[C:26](=[O:30])[O:25][CH2:24]2)=[O:20].C(N(C(C)C)CC)(C)C.